Task: Predict which catalyst facilitates the given reaction.. Dataset: Catalyst prediction with 721,799 reactions and 888 catalyst types from USPTO Product: [Cl:1][C:2]1[CH:3]=[CH:4][CH:5]=[C:6]2[C:11]=1[N:10]=[C:9]([C:12]1[CH:17]=[CH:16][CH:15]=[CH:14][C:13]=1[Cl:18])[C:8]([CH2:19][NH:32][N:33]1[CH2:38][CH2:37][O:36][CH2:35][CH2:34]1)=[CH:7]2. The catalyst class is: 3. Reactant: [Cl:1][C:2]1[CH:3]=[CH:4][CH:5]=[C:6]2[C:11]=1[N:10]=[C:9]([C:12]1[CH:17]=[CH:16][CH:15]=[CH:14][C:13]=1[Cl:18])[C:8]([CH2:19]Cl)=[CH:7]2.C(N(CC)C(C)C)(C)C.[I-].[Li+].[NH2:32][N:33]1[CH2:38][CH2:37][O:36][CH2:35][CH2:34]1.